Dataset: Forward reaction prediction with 1.9M reactions from USPTO patents (1976-2016). Task: Predict the product of the given reaction. (1) Given the reactants [C:1]([N:4]([C:8]1[C:13]([N+:14]([O-])=O)=[CH:12][C:11]([Br:17])=[CH:10][C:9]=1[O:18][CH2:19][C:20]1[CH:25]=[CH:24][CH:23]=[CH:22][CH:21]=1)C(=O)C)(=[O:3])[CH3:2].C.O.NN, predict the reaction product. The product is: [NH2:14][C:13]1[CH:12]=[C:11]([Br:17])[CH:10]=[C:9]([O:18][CH2:19][C:20]2[CH:25]=[CH:24][CH:23]=[CH:22][CH:21]=2)[C:8]=1[NH:4][C:1](=[O:3])[CH3:2]. (2) Given the reactants N12CCCN=C1CCCCC2.[Br:12][CH:13]([C:16]1[C:24]2[O:23][C:22]([C:25]3[CH:30]=[CH:29][C:28]([OH:31])=[CH:27][CH:26]=3)=[N:21][C:20]=2[CH:19]=[C:18]([OH:32])[CH:17]=1)[CH2:14]Br, predict the reaction product. The product is: [Br:12][C:13]([C:16]1[C:24]2[O:23][C:22]([C:25]3[CH:30]=[CH:29][C:28]([OH:31])=[CH:27][CH:26]=3)=[N:21][C:20]=2[CH:19]=[C:18]([OH:32])[CH:17]=1)=[CH2:14]. (3) Given the reactants [N+:1]([C:4]1[CH:9]=[CH:8][C:7]([CH:10]([CH3:12])[CH3:11])=[CH:6][CH:5]=1)([O-:3])=[O:2].[Br:13]Br.S([O-])(O)=O.[Na+], predict the reaction product. The product is: [Br:13][C:8]1[CH:9]=[C:4]([N+:1]([O-:3])=[O:2])[CH:5]=[CH:6][C:7]=1[CH:10]([CH3:12])[CH3:11]. (4) Given the reactants C[N:2]([CH3:21])[CH:3]=[CH:4][C:5]([C:7]1[CH:8]=[C:9]([N:13]([CH2:19][CH3:20])[C:14]([CH:16]2[CH2:18][CH2:17]2)=[O:15])[CH:10]=[CH:11][CH:12]=1)=O.NC1[C:27]([Cl:28])=[CH:26][NH:25][N:24]=1, predict the reaction product. The product is: [Cl:28][C:27]1[CH:26]=[N:25][N:24]2[C:5]([C:7]3[CH:8]=[C:9]([N:13]([CH2:19][CH3:20])[C:14]([CH:16]4[CH2:17][CH2:18]4)=[O:15])[CH:10]=[CH:11][CH:12]=3)=[CH:4][CH:3]=[N:2][C:21]=12. (5) The product is: [CH3:5][C:6]1[N:11]=[C:10]([C:12]2[CH:13]=[N:14][N:15]([CH3:21])[C:16]=2[C:17]([OH:19])=[O:18])[C:9]([CH3:22])=[CH:8][N:7]=1. Given the reactants [OH-].[Na+].CO.[CH3:5][C:6]1[N:11]=[C:10]([C:12]2[CH:13]=[N:14][N:15]([CH3:21])[C:16]=2[C:17]([O:19]C)=[O:18])[C:9]([CH3:22])=[CH:8][N:7]=1, predict the reaction product.